This data is from Catalyst prediction with 721,799 reactions and 888 catalyst types from USPTO. The task is: Predict which catalyst facilitates the given reaction. Reactant: [NH:1]1[CH:5]=[C:4]([C:6]2[C:7]([NH2:12])=[N:8][CH:9]=[CH:10][CH:11]=2)[CH:3]=[N:2]1.O1CCCC1.[H-].[Na+].Cl[CH2:21][C:22]1[CH:27]=[CH:26][C:25]([CH2:28][O:29][CH2:30][C:31]#[CH:32])=[CH:24][CH:23]=1. The catalyst class is: 145. Product: [CH2:30]([O:29][CH2:28][C:25]1[CH:24]=[CH:23][C:22]([CH2:21][N:1]2[CH:5]=[C:4]([C:6]3[C:7]([NH2:12])=[N:8][CH:9]=[CH:10][CH:11]=3)[CH:3]=[N:2]2)=[CH:27][CH:26]=1)[C:31]#[CH:32].